Dataset: Peptide-MHC class I binding affinity with 185,985 pairs from IEDB/IMGT. Task: Regression. Given a peptide amino acid sequence and an MHC pseudo amino acid sequence, predict their binding affinity value. This is MHC class I binding data. (1) The peptide sequence is KTNDINVRR. The MHC is HLA-A68:01 with pseudo-sequence HLA-A68:01. The binding affinity (normalized) is 0.769. (2) The peptide sequence is GNWFDLASW. The MHC is Mamu-B3901 with pseudo-sequence Mamu-B3901. The binding affinity (normalized) is 0.283.